Task: Predict the reaction yield, written as a fraction of the theoretical maximum amount of product (1.0 means a 100% yield; for example, 0.34 means a 34% yield).. Dataset: Reaction yield outcomes from USPTO patents with 853,638 reactions The reactants are Br[C:2]1[CH:3]=[C:4]2[N:10]([CH2:11][O:12][CH2:13][CH2:14][Si:15]([CH3:18])([CH3:17])[CH3:16])[CH:9]=[N:8][C:5]2=[N:6][CH:7]=1.[B:19]1([B:19]2[O:23][C:22]([CH3:25])([CH3:24])[C:21]([CH3:27])([CH3:26])[O:20]2)[O:23][C:22]([CH3:25])([CH3:24])[C:21]([CH3:27])([CH3:26])[O:20]1.C1(P(C2CCCCC2)C2CCCCC2)CCCCC1.C([O-])(=O)C.[K+]. The catalyst is O1CCOCC1. The product is [CH3:26][C:21]1([CH3:27])[C:22]([CH3:25])([CH3:24])[O:23][B:19]([C:2]2[CH:3]=[C:4]3[N:10]([CH2:11][O:12][CH2:13][CH2:14][Si:15]([CH3:18])([CH3:17])[CH3:16])[CH:9]=[N:8][C:5]3=[N:6][CH:7]=2)[O:20]1. The yield is 0.720.